Dataset: Forward reaction prediction with 1.9M reactions from USPTO patents (1976-2016). Task: Predict the product of the given reaction. (1) Given the reactants C([O:8][C:9]1[CH:14]=[CH:13][C:12]([N:15]2[C:19]3[CH:20]=[CH:21][C:22]([C:24]([OH:26])=[O:25])=[CH:23][C:18]=3[N:17]=[N:16]2)=[CH:11][CH:10]=1)C1C=CC=CC=1.O, predict the reaction product. The product is: [OH:8][C:9]1[CH:14]=[CH:13][C:12]([N:15]2[C:19]3[CH:20]=[CH:21][C:22]([C:24]([OH:26])=[O:25])=[CH:23][C:18]=3[N:17]=[N:16]2)=[CH:11][CH:10]=1. (2) Given the reactants N[C@H](C=O)CCSC.[Na].[CH:10](=O)[C:11]1[CH:16]=[CH:15][CH:14]=[CH:13][CH:12]=1.[Br-].[Br:19][CH2:20][CH2:21][CH2:22][CH2:23][P+](C1C=CC=CC=1)(C1C=CC=CC=1)C1C=CC=CC=1, predict the reaction product. The product is: [Br:19][CH2:20][CH2:21][CH2:22]/[CH:23]=[CH:10]/[C:11]1[CH:16]=[CH:15][CH:14]=[CH:13][CH:12]=1.